Task: Predict the product of the given reaction.. Dataset: Forward reaction prediction with 1.9M reactions from USPTO patents (1976-2016) (1) Given the reactants [C:1]([CH2:3][C:4]([O:6][CH2:7][CH3:8])=[O:5])#[N:2].[C:9]([O-])(=[O:11])C.[NH2+]1[CH2:18][CH2:17][CH2:16][CH2:15][CH2:14]1.[C:19]([O:22][CH:23](C)C)(=O)[CH3:20], predict the reaction product. The product is: [C:1](/[C:3](=[CH:14]\[C:15]1[C:19]([O:22][CH3:23])=[CH:20][CH:18]=[CH:17][C:16]=1[O:11][CH3:9])/[C:4]([O:6][CH2:7][CH3:8])=[O:5])#[N:2]. (2) Given the reactants [CH3:1][O:2][C@@H:3]1[CH2:8][N:7]([C:9]([O:11][CH3:12])=[O:10])[C@H:6]([C:13]([N:15]2[CH2:20][CH2:19][N:18]([C:21]3[CH:26]=[CH:25][CH:24]=[CH:23][CH:22]=3)[CH2:17][CH2:16]2)=[O:14])[C@@H:5]([C:27](OC)=[O:28])[CH2:4]1.[OH:31][NH2:32].Cl.NO.C[O-].[Na+].Cl, predict the reaction product. The product is: [OH:31][NH:32][C:27]([C@H:5]1[CH2:4][C@H:3]([O:2][CH3:1])[CH2:8][N:7]([C:9]([O:11][CH3:12])=[O:10])[C@@H:6]1[C:13]([N:15]1[CH2:16][CH2:17][N:18]([C:21]2[CH:26]=[CH:25][CH:24]=[CH:23][CH:22]=2)[CH2:19][CH2:20]1)=[O:14])=[O:28]. (3) Given the reactants [Cl:1][C:2]1[CH:7]=[CH:6][C:5]([C:8]2([CH2:16][S:17][CH2:18][C:19]([O:21]CC)=[O:20])[O:13][CH2:12][C:11]([CH3:15])([CH3:14])[CH2:10][O:9]2)=[CH:4][CH:3]=1.[Li+].[OH-], predict the reaction product. The product is: [Cl:1][C:2]1[CH:7]=[CH:6][C:5]([C:8]2([CH2:16][S:17][CH2:18][C:19]([OH:21])=[O:20])[O:9][CH2:10][C:11]([CH3:15])([CH3:14])[CH2:12][O:13]2)=[CH:4][CH:3]=1.